This data is from Catalyst prediction with 721,799 reactions and 888 catalyst types from USPTO. The task is: Predict which catalyst facilitates the given reaction. (1) Reactant: Cl.[NH2:2][C@@H:3]([CH2:21][C:22]1[CH:27]=[C:26]([F:28])[CH:25]=[C:24]([F:29])[CH:23]=1)[C@H:4]([OH:20])[CH2:5][NH:6][C:7]1([C:10]2[CH:15]=[CH:14][CH:13]=[C:12]([C:16]([F:19])([F:18])[F:17])[CH:11]=2)[CH2:9][CH2:8]1.[CH2:30]([O:32][CH2:33][CH2:34][N:35]1[CH2:44][CH2:43][C:42]2[C:41]([C:45](O)=[O:46])=[CH:40][CH:39]=[CH:38][C:37]=2[C:36]1=[O:48])[CH3:31].OC1C2N=NNC=2C=CC=1.Cl.CN(C)CCCN=C=NCC.C(N(CC)C(C)C)(C)C. Product: [F:29][C:24]1[CH:23]=[C:22]([CH:27]=[C:26]([F:28])[CH:25]=1)[CH2:21][C@H:3]([NH:2][C:45]([C:41]1[C:42]2[CH2:43][CH2:44][N:35]([CH2:34][CH2:33][O:32][CH2:30][CH3:31])[C:36](=[O:48])[C:37]=2[CH:38]=[CH:39][CH:40]=1)=[O:46])[C@H:4]([OH:20])[CH2:5][NH:6][C:7]1([C:10]2[CH:15]=[CH:14][CH:13]=[C:12]([C:16]([F:17])([F:18])[F:19])[CH:11]=2)[CH2:9][CH2:8]1. The catalyst class is: 4. (2) Reactant: [C:1]1([C@H:7]2[C@@H:11]([C:12]3[CH:17]=[CH:16][CH:15]=[CH:14][CH:13]=3)[NH:10][C:9](=[S:18])[NH:8]2)[CH:6]=[CH:5][CH:4]=[CH:3][CH:2]=1.[F:19][C:20]([F:30])([F:29])[C:21]1[CH:28]=[CH:27][C:24]([CH2:25][Cl:26])=[CH:23][CH:22]=1. Product: [ClH:26].[F:19][C:20]([F:29])([F:30])[C:21]1[CH:28]=[CH:27][C:24]([CH2:25][S:18][C:9]2[NH:8][C@H:7]([C:1]3[CH:2]=[CH:3][CH:4]=[CH:5][CH:6]=3)[C@H:11]([C:12]3[CH:13]=[CH:14][CH:15]=[CH:16][CH:17]=3)[N:10]=2)=[CH:23][CH:22]=1. The catalyst class is: 14. (3) Reactant: C([Li])CCC.CC(NC(C)C)C.[CH3:13][N:14]1[C:22]2[C:17](=[N:18][CH:19]=[CH:20][CH:21]=2)[N:16]=[CH:15]1.[C:23]1([CH2:29][N:30]2[CH2:36][CH2:35][CH2:34][C:33](=[O:37])[CH2:32][CH2:31]2)[CH:28]=[CH:27][CH:26]=[CH:25][CH:24]=1.[NH4+].[Cl-]. Product: [CH3:13][N:14]1[C:22]2[C:17](=[N:18][CH:19]=[CH:20][CH:21]=2)[N:16]=[C:15]1[C:33]1([OH:37])[CH2:34][CH2:35][CH2:36][N:30]([CH2:29][C:23]2[CH:28]=[CH:27][CH:26]=[CH:25][CH:24]=2)[CH2:31][CH2:32]1. The catalyst class is: 20. (4) Reactant: C1N=CN(C(N2C=NC=C2)=O)C=1.[Cl:13][C:14]1[CH:15]=[CH:16][C:17]([O:23][C:24]([CH3:42])([C:26]2[N:30]([CH3:31])[C:29]([C:32]3[CH:37]=[CH:36][CH:35]=[CH:34][C:33]=3[C:38]([F:41])([F:40])[F:39])=[N:28][N:27]=2)[CH3:25])=[C:18]([CH:22]=1)[C:19]([OH:21])=O.C1CCN2C(=NCCC2)CC1.[CH3:54][S:55]([NH2:58])(=[O:57])=[O:56]. Product: [ClH:13].[Cl:13][C:14]1[CH:15]=[CH:16][C:17]([O:23][C:24]([CH3:25])([C:26]2[N:30]([CH3:31])[C:29]([C:32]3[CH:37]=[CH:36][CH:35]=[CH:34][C:33]=3[C:38]([F:41])([F:39])[F:40])=[N:28][N:27]=2)[CH3:42])=[C:18]([CH:22]=1)[C:19]([NH:58][S:55]([CH3:54])(=[O:57])=[O:56])=[O:21]. The catalyst class is: 18. (5) Reactant: [Cl:1][C:2]1[CH:7]=[CH:6][CH:5]=[C:4]([Cl:8])[C:3]=1[CH2:9][NH2:10].[Cl:11][C:12]1[CH:17]=[CH:16][CH:15]=[CH:14][C:13]=1[CH2:18][N:19]1[C:24](=[O:25])[C:23]([C:26]([NH:28][CH2:29][C:30]([O:32]CC)=[O:31])=[O:27])=[C:22]([OH:35])[C:21]([C:36](OC)=[O:37])=[C:20]1[OH:40]. Product: [Cl:11][C:12]1[CH:17]=[CH:16][CH:15]=[CH:14][C:13]=1[CH2:18][N:19]1[C:20]([OH:40])=[C:21]([C:36]([NH:10][CH2:9][C:3]2[C:2]([Cl:1])=[CH:7][CH:6]=[CH:5][C:4]=2[Cl:8])=[O:37])[C:22]([OH:35])=[C:23]([C:26]([NH:28][CH2:29][C:30]([O-:32])=[O:31])=[O:27])[C:24]1=[O:25].[NH4+:10]. The catalyst class is: 22. (6) Reactant: C(OC(=O)[NH:7][C:8]1([C:13](=[O:25])[NH:14][CH:15]2[CH:22]3[CH2:23][CH:18]4[CH2:19][CH:20]([CH2:24][CH:16]2[CH2:17]4)[CH2:21]3)[CH2:12][CH2:11][CH2:10][CH2:9]1)(C)(C)C.C(O)(C(F)(F)F)=O. Product: [CH:16]12[CH2:17][CH:18]3[CH2:19][CH:20]([CH2:21][CH:22]([CH2:23]3)[CH:15]1[NH:14][C:13]([C:8]1([NH2:7])[CH2:12][CH2:11][CH2:10][CH2:9]1)=[O:25])[CH2:24]2. The catalyst class is: 2.